From a dataset of Peptide-MHC class II binding affinity with 134,281 pairs from IEDB. Regression. Given a peptide amino acid sequence and an MHC pseudo amino acid sequence, predict their binding affinity value. This is MHC class II binding data. (1) The peptide sequence is EKKYFAATQFEPMAA. The MHC is DRB1_0701 with pseudo-sequence DRB1_0701. The binding affinity (normalized) is 0.599. (2) The peptide sequence is MFFVKNPTDTGHGTV. The MHC is DRB1_0801 with pseudo-sequence DRB1_0801. The binding affinity (normalized) is 0.480. (3) The peptide sequence is SPLLTEGFKLLSSLV. The MHC is DRB5_0101 with pseudo-sequence DRB5_0101. The binding affinity (normalized) is 0.528. (4) The binding affinity (normalized) is 0.542. The MHC is DRB1_0701 with pseudo-sequence DRB1_0701. The peptide sequence is TWHYCGSYVTKTSGS. (5) The peptide sequence is RMQFSSLTVNVRGSG. The MHC is DRB1_0301 with pseudo-sequence DRB1_0301. The binding affinity (normalized) is 0.155. (6) The peptide sequence is TESTFKNISCTFKFGEE. The MHC is DRB1_0405 with pseudo-sequence DRB1_0405. The binding affinity (normalized) is 0.249. (7) The peptide sequence is YDKFLANVSTVDTGK. The MHC is DRB1_1302 with pseudo-sequence DRB1_1302. The binding affinity (normalized) is 0.617. (8) The peptide sequence is VAALTNNVAFQTVKP. The MHC is DRB1_0101 with pseudo-sequence DRB1_0101. The binding affinity (normalized) is 0.246. (9) The binding affinity (normalized) is 0.437. The MHC is HLA-DQA10501-DQB10303 with pseudo-sequence HLA-DQA10501-DQB10303. The peptide sequence is SGARSNVTFTVNQTS. (10) The peptide sequence is CPFSNRVWNSFQIEE. The MHC is HLA-DQA10201-DQB10402 with pseudo-sequence HLA-DQA10201-DQB10402. The binding affinity (normalized) is 0.674.